Dataset: Reaction yield outcomes from USPTO patents with 853,638 reactions. Task: Predict the reaction yield, written as a fraction of the theoretical maximum amount of product (1.0 means a 100% yield; for example, 0.34 means a 34% yield). (1) The reactants are [SH:1][C:2]1[S:3][C:4]2[CH2:14][CH2:13][C:12]3[C:7](=[CH:8][CH:9]=[CH:10][C:11]=3[O:15][CH2:16][C:17]([O:19]CC)=[O:18])[C:5]=2[N:6]=1.[C:22]1([CH:28]([C:33]2[CH:38]=[CH:37][CH:36]=[CH:35][CH:34]=2)[CH2:29][CH2:30][CH2:31]I)[CH:27]=[CH:26][CH:25]=[CH:24][CH:23]=1. No catalyst specified. The product is [C:22]1([CH:28]([C:33]2[CH:34]=[CH:35][CH:36]=[CH:37][CH:38]=2)[CH2:29][CH2:30][CH2:31][S:1][C:2]2[S:3][C:4]3[CH2:14][CH2:13][C:12]4[C:7](=[CH:8][CH:9]=[CH:10][C:11]=4[O:15][CH2:16][C:17]([OH:19])=[O:18])[C:5]=3[N:6]=2)[CH:27]=[CH:26][CH:25]=[CH:24][CH:23]=1. The yield is 0.430. (2) The yield is 0.960. The product is [NH2:17][C:14]1[CH:15]=[CH:16][C:6]2[C:5]3[C:10](=[CH:11][C:2]([OH:1])=[CH:3][CH:4]=3)[O:9][C:8](=[O:12])[C:7]=2[CH:13]=1. The catalyst is CO.CN(C)C=O.[Pd]. The reactants are [OH:1][C:2]1[CH:11]=[C:10]2[C:5]([C:6]3[CH:16]=[CH:15][C:14]([N+:17]([O-])=O)=[CH:13][C:7]=3[C:8](=[O:12])[O:9]2)=[CH:4][CH:3]=1. (3) The reactants are [Br:1][C:2]1[CH:3]=[C:4]([CH:7]=[CH:8][C:9]=1[OH:10])[C:5]#[N:6].C(=O)([O-])[O-].[K+].[K+].[CH2:17](Cl)[C:18]1[CH:23]=[CH:22][CH:21]=[CH:20][CH:19]=1.O. The catalyst is CC(C)=O.[I-].[K+].CCOCC. The product is [Br:1][C:2]1[CH:3]=[C:4]([CH:7]=[CH:8][C:9]=1[O:10][CH2:17][C:18]1[CH:23]=[CH:22][CH:21]=[CH:20][CH:19]=1)[C:5]#[N:6]. The yield is 0.860. (4) The reactants are [S:1]([N:11]1[C:15]2=[N:16][CH:17]=[C:18]([CH2:20][NH2:21])[N:19]=[C:14]2[CH:13]=[CH:12]1)([C:4]1[CH:10]=[CH:9][C:7]([CH3:8])=[CH:6][CH:5]=1)(=[O:3])=[O:2].[C:22]1([C:28]([C:30]2[CH:35]=[CH:34][CH:33]=[CH:32][CH:31]=2)=N)[CH:27]=[CH:26][CH:25]=[CH:24][CH:23]=1. The catalyst is C(Cl)Cl. The product is [C:22]1([C:28]([C:30]2[CH:31]=[CH:32][CH:33]=[CH:34][CH:35]=2)=[N:21][CH2:20][C:18]2[N:19]=[C:14]3[CH:13]=[CH:12][N:11]([S:1]([C:4]4[CH:5]=[CH:6][C:7]([CH3:8])=[CH:9][CH:10]=4)(=[O:2])=[O:3])[C:15]3=[N:16][CH:17]=2)[CH:27]=[CH:26][CH:25]=[CH:24][CH:23]=1. The yield is 0.890. (5) The reactants are [CH3:1][O:2][C:3]1[C:8]2[O:9][CH2:10][O:11][C:7]=2[CH:6]=[C:5]([C:12](OC)=[O:13])[CH:4]=1.[H-].[H-].[H-].[H-].[Li+].[Al+3].O.[OH-].[Na+]. The catalyst is C1COCC1. The product is [CH3:1][O:2][C:3]1[C:8]2[O:9][CH2:10][O:11][C:7]=2[CH:6]=[C:5]([CH2:12][OH:13])[CH:4]=1. The yield is 0.520. (6) The reactants are [O:1]1[C:5]2[CH:6]=[CH:7][CH:8]=[CH:9][C:4]=2[CH:3]=[C:2]1[CH2:10]O.C1C=CC(P([N:26]=[N+:27]=[N-:28])(C2C=CC=CC=2)=O)=CC=1.C1CCN2C(=NCCC2)CC1. The catalyst is C1(C)C=CC=CC=1. The product is [N:26]([CH2:10][C:2]1[O:1][C:5]2[CH:6]=[CH:7][CH:8]=[CH:9][C:4]=2[CH:3]=1)=[N+:27]=[N-:28]. The yield is 1.00. (7) The reactants are O[CH:2]([C:4]1[CH:12]=[CH:11][C:7]([C:8]([NH2:10])=[O:9])=[CH:6][C:5]=1[O:13][C:14]1[CH:19]=[CH:18][C:17]([O:20][CH2:21][CH2:22][O:23][CH:24]2[CH2:29][CH2:28][O:27][CH2:26][CH2:25]2)=[CH:16][CH:15]=1)[CH3:3].C(N(S(F)(F)[F:36])CC)C. The catalyst is C(Cl)(Cl)Cl. The product is [F:36][CH:2]([C:4]1[CH:12]=[CH:11][C:7]([C:8]([NH2:10])=[O:9])=[CH:6][C:5]=1[O:13][C:14]1[CH:19]=[CH:18][C:17]([O:20][CH2:21][CH2:22][O:23][CH:24]2[CH2:29][CH2:28][O:27][CH2:26][CH2:25]2)=[CH:16][CH:15]=1)[CH3:3]. The yield is 0.670.